This data is from Catalyst prediction with 721,799 reactions and 888 catalyst types from USPTO. The task is: Predict which catalyst facilitates the given reaction. (1) Reactant: [H-].[H-].[H-].[H-].[Li+].[Al+3].[N:7]([C@@H:10]([CH:26]([CH2:31][CH2:32][CH2:33][CH3:34])[CH2:27][CH2:28][CH2:29][CH3:30])[C:11](N1[C@H](CC2C=CC=CC=2)COC1=O)=[O:12])=[N+]=[N-]. Product: [NH2:7][C@@H:10]([CH:26]([CH2:31][CH2:32][CH2:33][CH3:34])[CH2:27][CH2:28][CH2:29][CH3:30])[CH2:11][OH:12]. The catalyst class is: 1. (2) Reactant: [F:1][C:2]1[CH:28]=[C:27]([N+:29]([O-])=O)[CH:26]=[CH:25][C:3]=1[O:4][C:5]1[CH:10]=[CH:9][N:8]=[CH:7][C:6]=1[C:11]#[C:12][CH2:13][NH:14][C:15](=[O:24])[CH2:16][N:17]1[CH2:22][CH2:21][CH:20]([OH:23])[CH2:19][CH2:18]1.[NH4+].[Cl-]. Product: [NH2:29][C:27]1[CH:26]=[CH:25][C:3]([O:4][C:5]2[CH:10]=[CH:9][N:8]=[CH:7][C:6]=2[C:11]#[C:12][CH2:13][NH:14][C:15](=[O:24])[CH2:16][N:17]2[CH2:22][CH2:21][CH:20]([OH:23])[CH2:19][CH2:18]2)=[C:2]([F:1])[CH:28]=1. The catalyst class is: 292. (3) Reactant: [H-].[H-].[H-].[H-].[Li+].[Al+3].[CH2:7]([O:14][C:15]1[CH:20]=[C:19]([CH:21]=[C:22]([N+:24]([O-])=O)[CH3:23])[CH:18]=[CH:17][C:16]=1[O:27][CH3:28])[C:8]1[CH:13]=[CH:12][CH:11]=[CH:10][CH:9]=1.O.[OH-].[Na+]. Product: [CH2:7]([O:14][C:15]1[CH:20]=[C:19]([CH2:21][CH:22]([NH2:24])[CH3:23])[CH:18]=[CH:17][C:16]=1[O:27][CH3:28])[C:8]1[CH:9]=[CH:10][CH:11]=[CH:12][CH:13]=1. The catalyst class is: 1. (4) The catalyst class is: 238. Product: [Cl:1][C:2]1[N:7]=[C:6]([I:16])[C:5]([OH:8])=[CH:4][C:3]=1[F:9]. Reactant: [Cl:1][C:2]1[N:7]=[CH:6][C:5]([OH:8])=[CH:4][C:3]=1[F:9].C([O-])([O-])=O.[Na+].[Na+].[I:16]I.Cl.